Task: Predict the product of the given reaction.. Dataset: Forward reaction prediction with 1.9M reactions from USPTO patents (1976-2016) (1) The product is: [OH:1][C:2]1[CH:3]=[C:4]([C:12]2[C:13]3[C:22]([C:23]#[N:24])=[CH:21][N:20]([CH2:25][O:26][CH2:27][CH2:28][Si:29]([CH3:30])([CH3:32])[CH3:31])[C:14]=3[N:15]=[C:16]([S:18][CH3:19])[N:17]=2)[CH:5]=[CH:6][CH:7]=1. Given the reactants [OH:1][C:2]1[CH:3]=[C:4](B(O)O)[CH:5]=[CH:6][CH:7]=1.Cl[C:12]1[C:13]2[C:22]([C:23]#[N:24])=[CH:21][N:20]([CH2:25][O:26][CH2:27][CH2:28][Si:29]([CH3:32])([CH3:31])[CH3:30])[C:14]=2[N:15]=[C:16]([S:18][CH3:19])[N:17]=1, predict the reaction product. (2) Given the reactants [CH3:1][C:2]1[CH:7]=[C:6]([C:8]2[CH:9]=[CH:10][C:11]3[N:17]4[CH2:18][C@H:14]([CH2:15][CH2:16]4)[NH:13][C:12]=3[N:19]=2)[CH:5]=[CH:4][N:3]=1.C1([O:26][C:27](=O)[NH:28][C:29]2[CH:37]=[CH:36][C:35]3[C:31](=[CH:32][N:33]([CH3:38])[N:34]=3)[CH:30]=2)C=CC=CC=1, predict the reaction product. The product is: [CH3:38][N:33]1[CH:32]=[C:31]2[C:35]([CH:36]=[CH:37][C:29]([NH:28][C:27]([N:13]3[C@@H:14]4[CH2:18][N:17]([CH2:16][CH2:15]4)[C:11]4[CH:10]=[CH:9][C:8]([C:6]5[CH:5]=[CH:4][N:3]=[C:2]([CH3:1])[CH:7]=5)=[N:19][C:12]3=4)=[O:26])=[CH:30]2)=[N:34]1. (3) Given the reactants [N+:1]([C:4]1[CH:5]=[C:6]([CH:11]=[CH:12][CH:13]=1)[C:7]([O:9][CH3:10])=[O:8])([O-:3])=[O:2].S(=O)(=O)(O)O.[Br:19]Br, predict the reaction product. The product is: [Br:19][C:12]1[CH:11]=[C:6]([CH:5]=[C:4]([N+:1]([O-:3])=[O:2])[CH:13]=1)[C:7]([O:9][CH3:10])=[O:8]. (4) The product is: [F:23][C:20]1[CH:21]=[CH:22][C:17]([O:16][C:13]2[CH:14]=[CH:15][C:10]([C:8]3[N:9]=[C:4]([C:1]([NH2:2])=[O:3])[CH:5]=[C:6]([N:24]4[CH2:29][CH2:28][NH:27][CH2:26][CH:25]4[CH2:37][OH:38])[N:7]=3)=[CH:11][CH:12]=2)=[CH:18][CH:19]=1. Given the reactants [C:1]([C:4]1[N:9]=[C:8]([C:10]2[CH:15]=[CH:14][C:13]([O:16][C:17]3[CH:22]=[CH:21][C:20]([F:23])=[CH:19][CH:18]=3)=[CH:12][CH:11]=2)[N:7]=[C:6]([N:24]2[CH2:29][CH2:28][N:27](C(OC(C)(C)C)=O)[CH2:26][CH:25]2[CH2:37][OH:38])[CH:5]=1)(=[O:3])[NH2:2].Cl, predict the reaction product.